This data is from Reaction yield outcomes from USPTO patents with 853,638 reactions. The task is: Predict the reaction yield, written as a fraction of the theoretical maximum amount of product (1.0 means a 100% yield; for example, 0.34 means a 34% yield). (1) The reactants are [ClH:1].[NH2:2][CH:3]1[CH2:8][CH2:7][N:6]([CH2:9][CH:10]2[N:20]3[C:21]4[C:16]([CH:17]=[CH:18][C:19]3=[O:22])=[CH:15][CH:14]=[C:13]([F:23])[C:12]=4[CH2:11]2)[CH2:5][CH2:4]1.C(N(CC)CC)C.[O:31]1[C:40]2[CH:39]=[C:38]([CH:41]=O)[N:37]=[CH:36][C:35]=2[O:34][CH2:33][CH2:32]1.C(O[BH-](OC(=O)C)OC(=O)C)(=O)C.[Na+]. The catalyst is ClCCl. The product is [ClH:1].[O:31]1[C:40]2[CH:39]=[C:38]([CH2:41][NH:2][CH:3]3[CH2:8][CH2:7][N:6]([CH2:9][CH:10]4[N:20]5[C:21]6[C:16]([CH:17]=[CH:18][C:19]5=[O:22])=[CH:15][CH:14]=[C:13]([F:23])[C:12]=6[CH2:11]4)[CH2:5][CH2:4]3)[N:37]=[CH:36][C:35]=2[O:34][CH2:33][CH2:32]1. The yield is 1.00. (2) The reactants are [Li+].CC([N-]C(C)C)C.[Cl:9][C:10]1[C:11]2[S:18][CH:17]=[CH:16][C:12]=2[N:13]=[CH:14][N:15]=1.[I:19]I.O. The catalyst is C1COCC1. The product is [Cl:9][C:10]1[C:11]2[S:18][C:17]([I:19])=[CH:16][C:12]=2[N:13]=[CH:14][N:15]=1. The yield is 0.750. (3) The reactants are [CH3:1][CH:2]([CH3:18])[CH2:3][C:4]([C:6]1[S:7][CH:8]=[C:9]([C:11]2[CH:16]=[C:15]([CH3:17])[CH:14]=[CH:13][CH:12]=2)[CH:10]=1)=[O:5].[CH2:19]1N2CN3CN(C2)CN1C3.C(OC(=O)C)(=O)C. No catalyst specified. The product is [CH:2]([C:3](=[CH2:19])[C:4]([C:6]1[S:7][CH:8]=[C:9]([C:11]2[CH:16]=[C:15]([CH3:17])[CH:14]=[CH:13][CH:12]=2)[CH:10]=1)=[O:5])([CH3:18])[CH3:1]. The yield is 0.700. (4) The reactants are [C:1]([CH2:3][C:4]([OH:6])=O)#[N:2].C([Li])CCC.[CH3:12][C:13]1[O:17][N:16]=[C:15]([C:18]2[CH:23]=[CH:22][CH:21]=[CH:20][CH:19]=2)[C:14]=1C(Cl)=O. The catalyst is C1COCC1. The product is [CH3:12][C:13]1[O:17][N:16]=[C:15]([C:18]2[CH:19]=[CH:20][CH:21]=[CH:22][CH:23]=2)[C:14]=1[C:4](=[O:6])[CH2:3][C:1]#[N:2]. The yield is 0.670. (5) The reactants are Br[C:2]1[N:7]=[C:6]([O:8][CH3:9])[C:5]([NH2:10])=[CH:4][CH:3]=1.[CH3:11][PH:12](=[O:14])[CH3:13].CC1(C)C2C(=C(P(C3C=CC=CC=3)C3C=CC=CC=3)C=CC=2)OC2C(P(C3C=CC=CC=3)C3C=CC=CC=3)=CC=CC1=2.P([O-])([O-])([O-])=O.[K+].[K+].[K+]. The catalyst is CN(C=O)C.C([O-])(=O)C.[Pd+2].C([O-])(=O)C. The product is [CH3:11][P:12]([C:2]1[N:7]=[C:6]([O:8][CH3:9])[C:5]([NH2:10])=[CH:4][CH:3]=1)([CH3:13])=[O:14]. The yield is 0.390.